Dataset: NCI-60 drug combinations with 297,098 pairs across 59 cell lines. Task: Regression. Given two drug SMILES strings and cell line genomic features, predict the synergy score measuring deviation from expected non-interaction effect. (1) Drug 1: COC1=C(C=C2C(=C1)N=CN=C2NC3=CC(=C(C=C3)F)Cl)OCCCN4CCOCC4. Drug 2: CC1CCC2CC(C(=CC=CC=CC(CC(C(=O)C(C(C(=CC(C(=O)CC(OC(=O)C3CCCCN3C(=O)C(=O)C1(O2)O)C(C)CC4CCC(C(C4)OC)O)C)C)O)OC)C)C)C)OC. Cell line: ACHN. Synergy scores: CSS=53.0, Synergy_ZIP=-8.30, Synergy_Bliss=-6.13, Synergy_Loewe=2.33, Synergy_HSA=3.54. (2) Drug 1: CN(C)C1=NC(=NC(=N1)N(C)C)N(C)C. Drug 2: C1C(C(OC1N2C=C(C(=O)NC2=O)F)CO)O. Cell line: IGROV1. Synergy scores: CSS=30.3, Synergy_ZIP=-4.90, Synergy_Bliss=1.62, Synergy_Loewe=-46.9, Synergy_HSA=2.61. (3) Drug 1: CNC(=O)C1=CC=CC=C1SC2=CC3=C(C=C2)C(=NN3)C=CC4=CC=CC=N4. Drug 2: C1=CC(=CC=C1CCC2=CNC3=C2C(=O)NC(=N3)N)C(=O)NC(CCC(=O)O)C(=O)O. Cell line: NCI-H522. Synergy scores: CSS=47.3, Synergy_ZIP=2.31, Synergy_Bliss=3.95, Synergy_Loewe=-4.25, Synergy_HSA=4.67. (4) Drug 1: C1CC(=O)NC(=O)C1N2CC3=C(C2=O)C=CC=C3N. Drug 2: CN1C(=O)N2C=NC(=C2N=N1)C(=O)N. Cell line: SR. Synergy scores: CSS=50.9, Synergy_ZIP=0.501, Synergy_Bliss=0.0955, Synergy_Loewe=1.31, Synergy_HSA=2.10.